Predict the reaction yield, written as a fraction of the theoretical maximum amount of product (1.0 means a 100% yield; for example, 0.34 means a 34% yield). From a dataset of Reaction yield outcomes from USPTO patents with 853,638 reactions. The reactants are Cl[C:2]1[CH:7]=[C:6]([O:8][C:9]2[CH:14]=[CH:13][C:12]([N+:15]([O-])=O)=[CH:11][CH:10]=2)[N:5]=[C:4]([NH2:18])[N:3]=1.CO.O1CCCC1.C(OCC)(=O)C. The catalyst is [OH-].[Pd+2].[OH-].[C].CCCCCC. The product is [NH2:15][C:12]1[CH:13]=[CH:14][C:9]([O:8][C:6]2[CH:7]=[CH:2][N:3]=[C:4]([NH2:18])[N:5]=2)=[CH:10][CH:11]=1. The yield is 0.750.